From a dataset of Retrosynthesis with 50K atom-mapped reactions and 10 reaction types from USPTO. Predict the reactants needed to synthesize the given product. (1) Given the product Clc1nc2ccccc2n1-c1ncnc(Nc2cccc(Cc3nnn[nH]3)c2)n1, predict the reactants needed to synthesize it. The reactants are: Clc1ncnc(-n2c(Cl)nc3ccccc32)n1.Nc1cccc(Cc2nnn[nH]2)c1. (2) Given the product c1ccc2ncccc2c1, predict the reactants needed to synthesize it. The reactants are: Oc1ccc2ncccc2c1. (3) Given the product CC(=O)N1CC2(CC(=O)c3cc(/C=C/C(=O)O)ccc3O2)C1, predict the reactants needed to synthesize it. The reactants are: COC(=O)/C=C/c1ccc2c(c1)C(=O)CC1(CN(C(C)=O)C1)O2. (4) Given the product CCC(=O)N[C@H]1C[C@@H](n2cnc3c(NCC(c4ccccc4)c4ccccc4)nc(C(=O)NCCNC(=O)NC4CCNCC4)nc32)[C@H](O)[C@@H]1O, predict the reactants needed to synthesize it. The reactants are: CCC(=O)N[C@H]1C[C@@H](n2cnc3c(NCC(c4ccccc4)c4ccccc4)nc(C(=O)NCCNC(=O)NC4CCN(C(=O)OCc5ccccc5)CC4)nc32)[C@H](O)[C@@H]1O. (5) Given the product CN1CCCn2nccc21, predict the reactants needed to synthesize it. The reactants are: CI.c1cc2n(n1)CCCN2. (6) Given the product Cc1ccc(Nc2ccccc2CC(=O)O)c(C)c1, predict the reactants needed to synthesize it. The reactants are: Cc1ccc(N)c(C)c1.O=C(O)Cc1ccccc1Br.